From a dataset of Full USPTO retrosynthesis dataset with 1.9M reactions from patents (1976-2016). Predict the reactants needed to synthesize the given product. (1) Given the product [C:17]([NH:25][C:26]([NH:16][C:11]1[CH:10]=[C:9]([O:8][CH2:1][C:2]2[CH:7]=[CH:6][CH:5]=[CH:4][CH:3]=2)[C:14]([Br:15])=[CH:13][N:12]=1)=[S:27])(=[O:24])[C:18]1[CH:23]=[CH:22][CH:21]=[CH:20][CH:19]=1, predict the reactants needed to synthesize it. The reactants are: [CH2:1]([O:8][C:9]1[C:14]([Br:15])=[CH:13][N:12]=[C:11]([NH2:16])[CH:10]=1)[C:2]1[CH:7]=[CH:6][CH:5]=[CH:4][CH:3]=1.[C:17]([N:25]=[C:26]=[S:27])(=[O:24])[C:18]1[CH:23]=[CH:22][CH:21]=[CH:20][CH:19]=1. (2) Given the product [CH2:1]([O:3][C:4](=[O:34])[C:5]1[CH:10]=[C:9]([N:11]2[C:15]([CH3:16])=[CH:14][CH:13]=[C:12]2[C:17]2[CH:22]=[C:21]([Br:23])[CH:20]=[CH:19][C:18]=2[OH:24])[CH:8]=[N:7][CH:6]=1)[CH3:2], predict the reactants needed to synthesize it. The reactants are: [CH2:1]([O:3][C:4](=[O:34])[C:5]1[CH:10]=[C:9]([N:11]2[C:15]([CH3:16])=[CH:14][CH:13]=[C:12]2[C:17]2[CH:22]=[C:21]([Br:23])[CH:20]=[CH:19][C:18]=2[O:24]CC2C=CC(OC)=CC=2)[CH:8]=[N:7][CH:6]=1)[CH3:2]. (3) Given the product [O:18]=[C:16]1[NH:15][C:14](=[O:19])[C:13](=[CH:12][C:11]2[CH:20]=[CH:21][C:8]([N:5]3[CH2:6][CH2:7][CH:2]([NH:22][CH2:23][CH:24]([C:26]4[CH:27]=[CH:28][C:29]([OH:37])=[C:30]([NH:32][S:33]([CH3:36])(=[O:35])=[O:34])[CH:31]=4)[OH:25])[CH2:3][CH2:4]3)=[CH:9][CH:10]=2)[S:17]1, predict the reactants needed to synthesize it. The reactants are: O=[C:2]1[CH2:7][CH2:6][N:5]([C:8]2[CH:21]=[CH:20][C:11]([CH:12]=[C:13]3[S:17][C:16](=[O:18])[NH:15][C:14]3=[O:19])=[CH:10][CH:9]=2)[CH2:4][CH2:3]1.[NH2:22][CH2:23][CH:24]([C:26]1[CH:27]=[CH:28][C:29]([OH:37])=[C:30]([NH:32][S:33]([CH3:36])(=[O:35])=[O:34])[CH:31]=1)[OH:25]. (4) Given the product [CH3:1][C:2]1[CH:7]=[C:6]([CH3:8])[NH:5][C:4](=[O:9])[C:3]=1[CH2:10][NH:11][C:12]([C:14]1[C:15]2[CH:28]=[N:27][N:26]([CH:29]([CH3:31])[CH3:30])[C:16]=2[N:17]=[C:18]([C:20]2[CH2:21][CH2:22][N:23]([C:52]([CH:49]3[CH2:50][CH2:51][NH:46][CH2:47][CH2:48]3)=[O:53])[CH2:24][CH:25]=2)[CH:19]=1)=[O:13], predict the reactants needed to synthesize it. The reactants are: [CH3:1][C:2]1[CH:7]=[C:6]([CH3:8])[NH:5][C:4](=[O:9])[C:3]=1[CH2:10][NH:11][C:12]([C:14]1[C:15]2[CH:28]=[N:27][N:26]([CH:29]([CH3:31])[CH3:30])[C:16]=2[N:17]=[C:18]([C:20]2[CH2:21][CH2:22][NH:23][CH2:24][CH:25]=2)[CH:19]=1)=[O:13].CCN(CC)CC.C(OC([N:46]1[CH2:51][CH2:50][CH:49]([C:52](O)=[O:53])[CH2:48][CH2:47]1)=O)(C)(C)C.C1CN([P+](ON2N=NC3C=CC=CC2=3)(N2CCCC2)N2CCCC2)CC1.F[P-](F)(F)(F)(F)F.